This data is from Full USPTO retrosynthesis dataset with 1.9M reactions from patents (1976-2016). The task is: Predict the reactants needed to synthesize the given product. (1) Given the product [N:1]1[CH:2]=[CH:3][C:4]([C:7]2[CH:15]=[C:14]3[C:10]([C:11]([C:37]4[N:36]([CH2:38][O:39][CH2:18][CH2:19][Si:20]([CH3:23])([CH3:22])[CH3:21])[C:35]5[CH:31]=[CH:30][CH:29]=[CH:28][C:27]=5[N:32]=4)=[N:12][N:13]3[CH2:16][O:17][CH2:18][CH2:19][Si:20]([CH3:23])([CH3:21])[CH3:22])=[CH:9][CH:8]=2)=[CH:5][CH:6]=1, predict the reactants needed to synthesize it. The reactants are: [N:1]1[CH:6]=[CH:5][C:4]([C:7]2[CH:15]=[C:14]3[C:10]([C:11](C=O)=[N:12][N:13]3[CH2:16][O:17][CH2:18][CH2:19][Si:20]([CH3:23])([CH3:22])[CH3:21])=[CH:9][CH:8]=2)=[CH:3][CH:2]=1.C1(N)[C:27]([NH2:32])=[CH:28][CH:29]=[CH:30][CH:31]=1.[S].[CH3:35][N:36]([CH:38]=[O:39])[CH3:37]. (2) Given the product [Cl:1][C:2]1[C:21]([F:22])=[CH:20][CH:19]=[C:18]([F:23])[C:3]=1[CH2:4][N:5]1[C:10](=[O:11])[C:9]([C:12]([O:14][CH2:15][CH3:16])=[O:13])=[CH:8][N:7]([C:32]2[CH:31]=[CH:30][C:29]3[N:25]([CH3:24])[C:26](=[O:44])[N:27]([CH3:43])[C:28]=3[CH:33]=2)[C:6]1=[O:17], predict the reactants needed to synthesize it. The reactants are: [Cl:1][C:2]1[C:21]([F:22])=[CH:20][CH:19]=[C:18]([F:23])[C:3]=1[CH2:4][N:5]1[C:10](=[O:11])[C:9]([C:12]([O:14][CH2:15][CH3:16])=[O:13])=[CH:8][NH:7][C:6]1=[O:17].[CH3:24][N:25]1[C:29]2[CH:30]=[CH:31][C:32](B3OC(C)(C)C(C)(C)O3)=[CH:33][C:28]=2[N:27]([CH3:43])[C:26]1=[O:44].C(N(CC)CC)C.CS(C)=O. (3) Given the product [CH3:9][O:10][C:11]1[CH:18]=[CH:17][C:14]([CH2:15][N:4]2[C:3](=[O:8])[C@H:2]([CH3:1])[NH:6][C:5]2=[O:7])=[CH:13][CH:12]=1, predict the reactants needed to synthesize it. The reactants are: [CH3:1][C@@H:2]1[NH:6][C:5](=[O:7])[NH:4][C:3]1=[O:8].[CH3:9][O:10][C:11]1[CH:18]=[CH:17][C:14]([CH2:15]Cl)=[CH:13][CH:12]=1. (4) Given the product [CH3:17][C:14]1[CH:15]=[CH:16][C:11]([N:1]2[C:9]3[C:4](=[CH:5][CH:6]=[CH:7][CH:8]=3)[CH:3]=[CH:2]2)=[CH:12][CH:13]=1, predict the reactants needed to synthesize it. The reactants are: [NH:1]1[C:9]2[C:4](=[CH:5][CH:6]=[CH:7][CH:8]=2)[CH:3]=[CH:2]1.Cl[C:11]1[CH:16]=[CH:15][C:14]([CH3:17])=[CH:13][CH:12]=1.[O-]P([O-])([O-])=O.[K+].[K+].[K+].[C@@H]1(N)CCCC[C@H]1N. (5) Given the product [C:2]([C:44]([C:67]1[CH:66]=[C:61]([CH:60]=[CH:59][CH:14]=1)[C:63]([NH:50][C:49]1[CH:51]=[C:52]([N+:56]([O-:58])=[O:57])[C:53]([F:55])=[CH:54][C:48]=1[F:47])=[O:65])([CH3:45])[CH3:46])#[N:1], predict the reactants needed to synthesize it. The reactants are: [NH2:1][C:2]1C2C(=NC=CN=2)SC=1C(O)=O.[CH3:14]N(C(ON1N=NC2C=CC=NC1=2)=[N+](C)C)C.F[P-](F)(F)(F)(F)F.CCN([CH:44]([CH3:46])[CH3:45])C(C)C.[F:47][C:48]1[CH:54]=[C:53]([F:55])[C:52]([N+:56]([O-:58])=[O:57])=[CH:51][C:49]=1[NH2:50].[C:59](O)(=O)[CH2:60][C:61]([CH2:66][C:67](O)=O)([C:63]([OH:65])=O)O. (6) Given the product [CH3:46][O:47][CH2:28]/[CH:27]=[CH:32]/[C:2]1[CH:3]=[C:4]([CH:9]=[C:10](/[CH:17]=[CH:16]/[CH2:15][O:14][CH3:13])[CH:11]=1)[C:5]([O:7][CH3:8])=[O:6], predict the reactants needed to synthesize it. The reactants are: Br[C:2]1[CH:3]=[C:4]([CH:9]=[C:10](Br)[CH:11]=1)[C:5]([O:7][CH3:8])=[O:6].[CH3:13][O:14][CH2:15]/[CH:16]=[CH:17]/B1OC(C)(C)C(C)(C)O1.[C:27]1(P(C2C=CC=CC=2)C2C=CC=CC=2)[CH:32]=CC=C[CH:28]=1.[C:46](=O)([O-])[O-:47].[Na+].[Na+].